Task: Regression. Given two drug SMILES strings and cell line genomic features, predict the synergy score measuring deviation from expected non-interaction effect.. Dataset: NCI-60 drug combinations with 297,098 pairs across 59 cell lines Drug 1: C1=NC2=C(N=C(N=C2N1C3C(C(C(O3)CO)O)O)F)N. Drug 2: COCCOC1=C(C=C2C(=C1)C(=NC=N2)NC3=CC=CC(=C3)C#C)OCCOC.Cl. Cell line: RXF 393. Synergy scores: CSS=0.592, Synergy_ZIP=-0.0766, Synergy_Bliss=-1.40, Synergy_Loewe=0.208, Synergy_HSA=-1.54.